Regression. Given a peptide amino acid sequence and an MHC pseudo amino acid sequence, predict their binding affinity value. This is MHC class I binding data. From a dataset of Peptide-MHC class I binding affinity with 185,985 pairs from IEDB/IMGT. (1) The peptide sequence is TTFPVNGGY. The MHC is HLA-B18:01 with pseudo-sequence HLA-B18:01. The binding affinity (normalized) is 0.0847. (2) The peptide sequence is YVIRDLAAM. The MHC is HLA-C14:02 with pseudo-sequence HLA-C14:02. The binding affinity (normalized) is 0.596.